The task is: Predict the reaction yield, written as a fraction of the theoretical maximum amount of product (1.0 means a 100% yield; for example, 0.34 means a 34% yield).. This data is from Reaction yield outcomes from USPTO patents with 853,638 reactions. (1) The reactants are [CH2:1]([C:5]1=[CH:6][N:7]([C:24]([CH3:27])([CH3:26])[CH3:25])[S:8]/[C:9]/1=[N:10]\[C:11]([C:13]1([CH3:23])[CH2:17][CH2:16][CH:15]([C:18]([OH:20])=O)[C:14]1([CH3:22])[CH3:21])=[O:12])[CH2:2][CH2:3][CH3:4].Cl.[CH3:29][NH:30][CH3:31].C(N(CC)CC)C. The catalyst is C(#N)C. The product is [CH2:1]([C:5]1=[CH:6][N:7]([C:24]([CH3:27])([CH3:26])[CH3:25])[S:8]/[C:9]/1=[N:10]\[C:11]([C:13]1([CH3:23])[CH2:17][CH2:16][CH:15]([C:18]([N:30]([CH3:31])[CH3:29])=[O:20])[C:14]1([CH3:21])[CH3:22])=[O:12])[CH2:2][CH2:3][CH3:4]. The yield is 0.530. (2) The reactants are [CH2:1]([CH:3]([C:6]1[C:7]2[N:8]([CH:14]=C(C)C=2)[N:9]=C(OC)[CH:11]=1)[CH2:4][CH3:5])[CH3:2].Br[C:19]1[S:23][C:22]([C:24]2[N:28]([CH3:29])[N:27]=[CH:26][N:25]=2)=[CH:21][C:20]=1[Cl:30].[CH3:31][C:32]([O-])=O.[K+].[N:36]#N.CCO[C:41]([CH3:43])=O. The catalyst is [Br-].C([N+](CCCC)(CCCC)CCCC)CCC.CN1C(=O)CCC1.CC([O-])=O.CC([O-])=O.[Pd+2].C(OP(OCC(Br)CBr)(OCC(Br)CBr)=O)C(Br)CBr. The product is [Cl:30][C:20]1[CH:21]=[C:22]([C:24]2[N:28]([CH3:29])[N:27]=[CH:26][N:25]=2)[S:23][C:19]=1[C:14]1[N:8]2[N:9]=[C:41]([CH3:43])[CH:11]=[C:6]([CH:3]([CH2:4][CH3:5])[CH2:1][CH3:2])[C:7]2=[N:36][C:32]=1[CH3:31]. The yield is 0.770. (3) The reactants are Br[CH2:2][CH2:3][C:4]1[CH:19]=[CH:18][C:7]([O:8][C:9]2[S:10][C:11]3[CH:17]=[CH:16][CH:15]=[CH:14][C:12]=3[N:13]=2)=[CH:6][CH:5]=1.[C:20]([O:24][C:25]([N:27]1[CH2:32][C@@H:31]2[CH2:33][C@H:28]1[CH2:29][NH:30]2)=[O:26])([CH3:23])([CH3:22])[CH3:21].CCN(CC)CC. The catalyst is CC#N. The product is [C:20]([O:24][C:25]([N:27]1[CH2:32][C@@H:31]2[CH2:33][C@H:28]1[CH2:29][N:30]2[CH2:2][CH2:3][C:4]1[CH:19]=[CH:18][C:7]([O:8][C:9]2[S:10][C:11]3[CH:17]=[CH:16][CH:15]=[CH:14][C:12]=3[N:13]=2)=[CH:6][CH:5]=1)=[O:26])([CH3:23])([CH3:21])[CH3:22]. The yield is 0.560. (4) The reactants are [N+](=[CH2:3])=[N-].[CH3:4][C:5]([O:8][C@H:9]([CH3:47])[C@@H:10]([C:43]([O:45][CH3:46])=[O:44])[NH:11][C:12]([C:14]1[CH:19]=[CH:18][C:17]([C:20]2[CH:25]=[CH:24][C:23]([F:26])=[C:22]([F:27])[CH:21]=2)=[CH:16][C:15]=1[NH:28][C:29]([NH:31][C:32]1[C:37]([CH3:38])=[CH:36][C:35]([CH2:39][CH:40]=[CH2:41])=[CH:34][C:33]=1[CH3:42])=[O:30])=[O:13])([CH3:7])[CH3:6].CCCCCC.C(OCC)(=O)C. The catalyst is CCOCC.C/C(/[O-])=C/C(C)=O.C/C(/[O-])=C/C(C)=O.[Pd+2]. The product is [CH:40]1([CH2:39][C:35]2[CH:36]=[C:37]([CH3:38])[C:32]([NH:31][C:29]([NH:28][C:15]3[CH:16]=[C:17]([C:20]4[CH:25]=[CH:24][C:23]([F:26])=[C:22]([F:27])[CH:21]=4)[CH:18]=[CH:19][C:14]=3[C:12]([NH:11][C@H:10]([C:43]([O:45][CH3:46])=[O:44])[C@@H:9]([CH3:47])[O:8][C:5]([CH3:4])([CH3:6])[CH3:7])=[O:13])=[O:30])=[C:33]([CH3:42])[CH:34]=2)[CH2:3][CH2:41]1. The yield is 0.800. (5) The reactants are [Cl:1][C:2]1[CH:3]=[C:4]([CH:8]=[CH:9][C:10]=1[B:11]([OH:13])[OH:12])[C:5]([OH:7])=[O:6].[CH3:14]N(C)C=O.C(OCC)C.C[Si](N=[N+]=[N-])(C)C.CCCCCC. The catalyst is C(O)(=O)C. The product is [Cl:1][C:2]1[CH:3]=[C:4]([C:5]([O:7][CH3:14])=[O:6])[CH:8]=[CH:9][C:10]=1[B:11]([OH:13])[OH:12]. The yield is 0.420. (6) The reactants are [NH2:1][C:2]1[CH:11]=[C:10]2[C:5]([CH:6]=[C:7]([C:15]3[CH:20]=[C:19]([NH2:21])[C:18]([F:22])=[CH:17][C:16]=3[F:23])[C:8](=[O:14])[N:9]2[CH2:12][CH3:13])=[CH:4][N:3]=1.[C:24]1([N:30]=[C:31]=[O:32])[CH:29]=[CH:28][CH:27]=[CH:26][CH:25]=1. The catalyst is C(Cl)Cl. The product is [NH2:1][C:2]1[CH:11]=[C:10]2[C:5]([CH:6]=[C:7]([C:15]3[C:16]([F:23])=[CH:17][C:18]([F:22])=[C:19]([NH:21][C:31]([NH:30][C:24]4[CH:29]=[CH:28][CH:27]=[CH:26][CH:25]=4)=[O:32])[CH:20]=3)[C:8](=[O:14])[N:9]2[CH2:12][CH3:13])=[CH:4][N:3]=1. The yield is 0.730. (7) The reactants are [C:1]([C:5]1[CH:10]=[C:9]([C:11]([F:14])([F:13])[F:12])[C:8]([N+:15]([O-])=O)=[CH:7][C:6]=1[O:18][CH3:19])([CH3:4])([CH3:3])[CH3:2].C([O-])=O.[NH4+]. The catalyst is CCO.[Pd]. The product is [C:1]([C:5]1[CH:10]=[C:9]([C:11]([F:14])([F:12])[F:13])[C:8]([NH2:15])=[CH:7][C:6]=1[O:18][CH3:19])([CH3:4])([CH3:2])[CH3:3]. The yield is 0.950. (8) The reactants are [N:1]([CH2:4][CH:5]1[O:10][C:9]2[C:11](Br)=[CH:12][CH:13]=[CH:14][C:8]=2[NH:7][CH2:6]1)=[N+:2]=[N-:3].[Cl:16][C:17]1[CH:22]=[CH:21][CH:20]=[CH:19][C:18]=1B(O)O. No catalyst specified. The product is [N:1]([CH2:4][CH:5]1[O:10][C:9]2[C:11]([C:18]3[CH:19]=[CH:20][CH:21]=[CH:22][C:17]=3[Cl:16])=[CH:12][CH:13]=[CH:14][C:8]=2[NH:7][CH2:6]1)=[N+:2]=[N-:3]. The yield is 0.820.